From a dataset of Reaction yield outcomes from USPTO patents with 853,638 reactions. Predict the reaction yield, written as a fraction of the theoretical maximum amount of product (1.0 means a 100% yield; for example, 0.34 means a 34% yield). (1) The reactants are [Cl:1][C:2]1[CH:3]=[C:4]([N:8]2[C:13](=[O:14])[C:12]([OH:15])=[C:11]([C:16]3[CH:21]=[CH:20][C:19]([S:22]([CH3:25])(=[O:24])=[O:23])=[CH:18][CH:17]=3)[CH:10]=[N:9]2)[CH:5]=[CH:6][CH:7]=1.[CH2:26](Cl)[C:27]1[CH:32]=[CH:31][CH:30]=[CH:29][CH:28]=1. The catalyst is CN(C=O)C. The product is [Cl:1][C:2]1[CH:3]=[C:4]([N:8]2[C:13](=[O:14])[C:12]([O:15][CH2:26][C:27]3[CH:32]=[CH:31][CH:30]=[CH:29][CH:28]=3)=[C:11]([C:16]3[CH:21]=[CH:20][C:19]([S:22]([CH3:25])(=[O:24])=[O:23])=[CH:18][CH:17]=3)[CH:10]=[N:9]2)[CH:5]=[CH:6][CH:7]=1. The yield is 0.760. (2) The reactants are CC(OI1(OC(C)=O)(OC(C)=O)OC(=O)C2C1=CC=CC=2)=O.[NH:23]1[C:31]2[C:26](=[C:27]([CH2:32][OH:33])[CH:28]=[CH:29][CH:30]=2)[CH:25]=[CH:24]1.[OH-].[Na+].CCOCC. The catalyst is C(Cl)Cl. The product is [NH:23]1[C:31]2[CH:30]=[CH:29][CH:28]=[C:27]([CH:32]=[O:33])[C:26]=2[CH:25]=[CH:24]1. The yield is 0.530. (3) The catalyst is CN(C=O)C. The yield is 0.720. The product is [C:24]([O:28][C:29]([C:30]1[O:17][C:11]2[CH:10]=[C:9]([O:8][CH2:1][C:2]3[CH:7]=[CH:6][CH:5]=[CH:4][CH:3]=3)[CH:16]=[CH:15][C:12]=2[CH:13]=1)=[O:32])([CH3:27])([CH3:26])[CH3:25]. The reactants are [CH2:1]([O:8][C:9]1[CH:16]=[CH:15][C:12]([CH:13]=O)=[C:11]([OH:17])[CH:10]=1)[C:2]1[CH:7]=[CH:6][CH:5]=[CH:4][CH:3]=1.C([O-])([O-])=O.[K+].[K+].[C:24]([O:28][C:29](=[O:32])[CH2:30]Br)([CH3:27])([CH3:26])[CH3:25].C1CCN2C(=NCCC2)CC1. (4) The reactants are [Br:1][C:2]1[CH:3]=[CH:4][C:5]([CH:11]=[O:12])=[C:6]([CH:10]=1)[C:7](O)=[O:8].Cl.[CH3:14][N:15](C)[CH2:16]CCN=C=NCC.ClCCl.CNC. The catalyst is O. The product is [Br:1][C:2]1[CH:3]=[CH:4][C:5]([CH:11]=[O:12])=[C:6]([CH:10]=1)[C:7]([N:15]([CH3:16])[CH3:14])=[O:8]. The yield is 0.220. (5) The reactants are [O:1]=[S:2]1(=[O:28])[C:7]2[CH:8]=[CH:9][CH:10]=[CH:11][C:6]=2[NH:5][C:4]([C:12]2[C:13](=[O:27])[C:14]([CH3:26])([CH2:23][CH2:24][CH3:25])[C:15]3[C:20]([C:21]=2[OH:22])=[CH:19][CH:18]=[CH:17][CH:16]=3)=[N:3]1.[OH-].[Na+:30]. The catalyst is O. The product is [O:28]=[S:2]1(=[O:1])[C:7]2[CH:8]=[CH:9][CH:10]=[CH:11][C:6]=2[NH:5][C:4]([C:12]2[C:13](=[O:27])[C:14]([CH3:26])([CH2:23][CH2:24][CH3:25])[C:15]3[C:20](=[CH:19][CH:18]=[CH:17][CH:16]=3)[C:21]=2[O-:22])=[N:3]1.[Na+:30]. The yield is 0.990. (6) The reactants are [C:1]([C:4]1[C:22](=[O:23])[C@@:8]2([CH3:24])[C:9]3[C:15]([OH:16])=[CH:14][C:13]([O:17][CH3:18])=[C:12]([C:19]([NH2:21])=[O:20])[C:10]=3[O:11][C:7]2=[CH:6][C:5]=1[OH:25])(=[O:3])[CH3:2].[F:26][C:27]1[C:36]([F:37])=[C:35]([F:38])[CH:34]=[C:33]2[C:28]=1[CH:29]=[CH:30][C:31]([CH3:41])=[C:32]2[CH:39]=O.C([SiH](CC)CC)C.FC(F)(F)C(O)=O. The catalyst is C(#N)C. The product is [C:1]([C:4]1[C:22](=[O:23])[C@@:8]2([CH3:24])[C:9]3[C:15]([OH:16])=[CH:14][C:13]([O:17][CH3:18])=[C:12]([C:19]([NH:21][CH2:39][C:32]4[C:33]5[C:28](=[C:27]([F:26])[C:36]([F:37])=[C:35]([F:38])[CH:34]=5)[CH:29]=[CH:30][C:31]=4[CH3:41])=[O:20])[C:10]=3[O:11][C:7]2=[CH:6][C:5]=1[OH:25])(=[O:3])[CH3:2]. The yield is 0.670. (7) The reactants are [CH2:1]([O:8][C:9]1[CH:14]=[C:13]([F:15])[C:12]([F:16])=[CH:11][C:10]=1Br)[C:2]1[CH:7]=[CH:6][CH:5]=[CH:4][CH:3]=1.P([O-])([O-])([O-])=O.[K+].[K+].[K+].O1CCO[CH2:28][CH2:27]1.C(B1OC(C)(C)C(C)(C)O1)=C. The catalyst is C1C=CC([P]([Pd]([P](C2C=CC=CC=2)(C2C=CC=CC=2)C2C=CC=CC=2)([P](C2C=CC=CC=2)(C2C=CC=CC=2)C2C=CC=CC=2)[P](C2C=CC=CC=2)(C2C=CC=CC=2)C2C=CC=CC=2)(C2C=CC=CC=2)C2C=CC=CC=2)=CC=1.O. The product is [CH2:1]([O:8][C:9]1[CH:14]=[C:13]([F:15])[C:12]([F:16])=[CH:11][C:10]=1[CH:27]=[CH2:28])[C:2]1[CH:7]=[CH:6][CH:5]=[CH:4][CH:3]=1. The yield is 0.760. (8) The reactants are [CH:1]1([CH2:4][OH:5])[CH2:3][CH2:2]1.[OH-].[K+].Br[C:9]1[N:14]=[C:13]([C:15]([OH:17])=[O:16])[CH:12]=[N:11][C:10]=1[N:18]1[CH2:21][C:20]([F:23])([F:22])[CH2:19]1.Cl. The catalyst is CS(C)=O.O. The yield is 0.916. The product is [CH:1]1([CH2:4][O:5][C:9]2[N:14]=[C:13]([C:15]([OH:17])=[O:16])[CH:12]=[N:11][C:10]=2[N:18]2[CH2:19][C:20]([F:23])([F:22])[CH2:21]2)[CH2:3][CH2:2]1. (9) The reactants are [C:1]1([N:7]2[C:11]3=[N:12][CH:13]=[N:14][C:15]([NH:16]/[N:17]=[CH:18]/[C:19]4[CH:27]=[CH:26][C:22](C(O)=O)=[CH:21][CH:20]=4)=[C:10]3[CH:9]=[N:8]2)[CH:6]=[CH:5][CH:4]=[CH:3][CH:2]=1.[CH3:28][N:29]([CH3:33])[CH2:30][CH2:31][NH2:32].[CH2:34]([O:36]P(C#N)(=O)OCC)C.C(N(CC)CC)C. The catalyst is CN(C=O)C.C(OCC)C.O. The product is [CH3:28][N:29]([CH3:33])[CH2:30][CH2:31][NH:32][C:34](=[O:36])[C:21]1[CH:22]=[CH:26][CH:27]=[C:19](/[CH:18]=[N:17]/[NH:16][C:15]2[N:14]=[CH:13][N:12]=[C:11]3[N:7]([C:1]4[CH:2]=[CH:3][CH:4]=[CH:5][CH:6]=4)[N:8]=[CH:9][C:10]=23)[CH:20]=1. The yield is 0.270.